From a dataset of Forward reaction prediction with 1.9M reactions from USPTO patents (1976-2016). Predict the product of the given reaction. (1) The product is: [NH2:32][C:30]1[C:31]([C:9]([O:11][C:12]([CH3:13])([CH3:14])[CH3:15])=[O:10])=[C:26]([OH:25])[C:27]([NH2:34])=[CH:28][C:29]=1[OH:33]. Given the reactants [CH3:13][C:12]([O:11][C:9](O[C:9]([O:11][C:12]([CH3:15])([CH3:14])[CH3:13])=[O:10])=[O:10])([CH3:15])[CH3:14].CCN(C(C)C)C(C)C.[OH:25][C:26]1[CH:31]=[C:30]([NH2:32])[C:29]([OH:33])=[CH:28][C:27]=1[NH2:34], predict the reaction product. (2) Given the reactants [C:1]1([C:7]2[N:11]3[CH:12]=[CH:13][CH:14]=[N:15][C:10]3=[N:9][C:8]=2[C:16]2[CH:23]=[CH:22][C:19]([CH:20]=O)=[CH:18][CH:17]=2)[CH:6]=[CH:5][CH:4]=[CH:3][CH:2]=1.C(N(CC)CC)C.Cl.Cl.[S:33]1[CH:37]=[CH:36][N:35]=[C:34]1[C:38]1[NH:42][N:41]=[C:40]([CH:43]2[CH2:48][CH2:47][NH:46][CH2:45][CH2:44]2)[N:39]=1.C(O)(=O)C.[BH-](OC(C)=O)(OC(C)=O)OC(C)=O.[Na+], predict the reaction product. The product is: [C:1]1([C:7]2[N:11]3[CH:12]=[CH:13][CH:14]=[N:15][C:10]3=[N:9][C:8]=2[C:16]2[CH:23]=[CH:22][C:19]([CH2:20][N:46]3[CH2:45][CH2:44][CH:43]([C:40]4[N:39]=[C:38]([C:34]5[S:33][CH:37]=[CH:36][N:35]=5)[NH:42][N:41]=4)[CH2:48][CH2:47]3)=[CH:18][CH:17]=2)[CH:6]=[CH:5][CH:4]=[CH:3][CH:2]=1. (3) Given the reactants [H-].[Na+].[N:3]1[N:4]=[CH:5][N:6]([NH:8][C:9]2[CH:16]=[CH:15][C:12]([C:13]#[N:14])=[CH:11][CH:10]=2)[CH:7]=1.Br[CH2:18][CH2:19][CH2:20][S:21][C:22]1[CH:27]=[CH:26][C:25]([O:28][CH2:29][C:30]2[CH:35]=[CH:34][CH:33]=[CH:32][CH:31]=2)=[CH:24][CH:23]=1.C(OCC)(=O)C, predict the reaction product. The product is: [CH2:29]([O:28][C:25]1[CH:24]=[CH:23][C:22]([S:21][CH2:20][CH2:19][CH2:18][N:8]([N:6]2[CH:5]=[N:4][N:3]=[CH:7]2)[C:9]2[CH:10]=[CH:11][C:12]([C:13]#[N:14])=[CH:15][CH:16]=2)=[CH:27][CH:26]=1)[C:30]1[CH:31]=[CH:32][CH:33]=[CH:34][CH:35]=1. (4) Given the reactants FC(F)(F)S(O[C:7]1[CH2:12][CH2:11][N:10]([C:13]([O:15][C:16]([CH3:19])([CH3:18])[CH3:17])=[O:14])[CH2:9][CH:8]=1)(=O)=O.[CH:22]1([C:25]#[CH:26])[CH2:24][CH2:23]1.C(N(CC)CC)C, predict the reaction product. The product is: [CH:22]1([C:25]#[C:26][C:7]2[CH2:12][CH2:11][N:10]([C:13]([O:15][C:16]([CH3:19])([CH3:18])[CH3:17])=[O:14])[CH2:9][CH:8]=2)[CH2:24][CH2:23]1. (5) Given the reactants [H-].[Na+].C(O[C:6]([C:8]1[NH:9][C:10]2[C:15]([CH:16]=1)=[CH:14][CH:13]=[CH:12][C:11]=2[O:17][C:18]([F:21])([F:20])[F:19])=[O:7])C.C(OC([N:29]1[CH2:33][C@H:32]([CH3:34])OS1(=O)=O)=O)(C)(C)C.C(O)(=O)CC(CC(O)=O)(C(O)=O)O.C([O-])([O-])=O.[K+].[K+], predict the reaction product. The product is: [CH3:34][C@H:32]1[N:9]2[C:10]3[C:11]([O:17][C:18]([F:19])([F:20])[F:21])=[CH:12][CH:13]=[CH:14][C:15]=3[CH:16]=[C:8]2[C:6](=[O:7])[NH:29][CH2:33]1. (6) Given the reactants [CH3:1][O:2][C:3]1[CH:8]=[CH:7][CH:6]=[CH:5][C:4]=1[S:9](Cl)(=[O:11])=[O:10].[C:13]([NH2:17])([CH3:16])([CH3:15])[CH3:14], predict the reaction product. The product is: [C:13]([NH:17][S:9]([C:4]1[CH:5]=[CH:6][CH:7]=[CH:8][C:3]=1[O:2][CH3:1])(=[O:11])=[O:10])([CH3:16])([CH3:15])[CH3:14]. (7) Given the reactants [C:1]([O:5][C:6]([N:8]1[CH2:13][CH2:12][N:11]([CH:14]([CH3:18])[C:15](O)=[O:16])[CH2:10][CH2:9]1)=[O:7])([CH3:4])([CH3:3])[CH3:2], predict the reaction product. The product is: [OH:16][CH2:15][CH:14]([N:11]1[CH2:12][CH2:13][N:8]([C:6]([O:5][C:1]([CH3:2])([CH3:4])[CH3:3])=[O:7])[CH2:9][CH2:10]1)[CH3:18].